From a dataset of Forward reaction prediction with 1.9M reactions from USPTO patents (1976-2016). Predict the product of the given reaction. (1) Given the reactants C([N:3]([CH2:13][CH3:14])[C:4](=[O:12])[C:5]1[CH:10]=[CH:9][CH:8]=[CH:7][C:6]=1[CH3:11])C.[N:15]1([CH2:22][CH2:23]CC#N)[CH2:21][CH2:20][CH2:19][CH2:18][CH2:17][CH2:16]1, predict the reaction product. The product is: [N:15]1([CH2:22][CH2:23][CH2:14][C:13]2[NH:3][C:4](=[O:12])[C:5]3[C:6]([CH:11]=2)=[CH:7][CH:8]=[CH:9][CH:10]=3)[CH2:21][CH2:20][CH2:19][CH2:18][CH2:17][CH2:16]1. (2) Given the reactants [CH2:1](C1C=CC(C(O)=O)=CC=1C=O)[CH3:2].[CH:14]([C:16]1[CH:24]=[CH:23][C:19]([C:20]([OH:22])=[O:21])=[CH:18][C:17]=1O)=[O:15].C([Zn]CC)C, predict the reaction product. The product is: [CH2:1]([C:17]1[CH:18]=[C:19]([CH:23]=[CH:24][C:16]=1[CH:14]=[O:15])[C:20]([OH:22])=[O:21])[CH3:2].